Dataset: Full USPTO retrosynthesis dataset with 1.9M reactions from patents (1976-2016). Task: Predict the reactants needed to synthesize the given product. (1) Given the product [CH2:1]([O:5][CH2:6][CH2:7][O:8][C:9]1[CH:10]=[CH:11][C:12]([C:15]2[CH:16]=[CH:17][C:18]3[N:26]([CH2:27][CH:28]([CH3:29])[CH3:30])[CH2:25][CH2:24][CH2:23][CH2:22][C:21]([C:31]([NH:59][C:58]4[CH:60]=[CH:61][C:55]([S:53]([CH2:52][C:51]5[N:47]([CH2:44][CH2:45][CH3:46])[CH:48]=[N:49][CH:50]=5)=[O:54])=[CH:56][CH:57]=4)=[O:32])=[CH:20][C:19]=3[CH:34]=2)=[CH:13][CH:14]=1)[CH2:2][CH2:3][CH3:4], predict the reactants needed to synthesize it. The reactants are: [CH2:1]([O:5][CH2:6][CH2:7][O:8][C:9]1[CH:14]=[CH:13][C:12]([C:15]2[CH:16]=[CH:17][C:18]3[N:26]([CH2:27][CH:28]([CH3:30])[CH3:29])[CH2:25][CH2:24][CH2:23][CH2:22][C:21]([C:31](O)=[O:32])=[CH:20][C:19]=3[CH:34]=2)=[CH:11][CH:10]=1)[CH2:2][CH2:3][CH3:4].CN(C=O)C.S(Cl)(Cl)=O.[CH2:44]([N:47]1[C:51]([CH2:52][S:53]([C:55]2[CH:61]=[CH:60][C:58]([NH2:59])=[CH:57][CH:56]=2)=[O:54])=[CH:50][N:49]=[CH:48]1)[CH2:45][CH3:46]. (2) The reactants are: Br[C:2]1[C:21](=[O:22])[N:20]([CH2:23][CH3:24])[C:5]2[N:6]=[C:7]([NH:10][CH2:11][CH2:12][CH:13]3[CH2:18][CH2:17][N:16]([CH3:19])[CH2:15][CH2:14]3)[N:8]=[CH:9][C:4]=2[CH:3]=1.[CH3:25][N:26]([CH3:39])[S:27]([C:30]1[CH:31]=[C:32](B(O)O)[CH:33]=[CH:34][CH:35]=1)(=[O:29])=[O:28].P([O-])([O-])([O-])=O.[K+].[K+].[K+]. Given the product [CH2:23]([N:20]1[C:5]2[N:6]=[C:7]([NH:10][CH2:11][CH2:12][CH:13]3[CH2:18][CH2:17][N:16]([CH3:19])[CH2:15][CH2:14]3)[N:8]=[CH:9][C:4]=2[CH:3]=[C:2]([C:32]2[CH:31]=[C:30]([S:27]([N:26]([CH3:39])[CH3:25])(=[O:28])=[O:29])[CH:35]=[CH:34][CH:33]=2)[C:21]1=[O:22])[CH3:24], predict the reactants needed to synthesize it.